From a dataset of Full USPTO retrosynthesis dataset with 1.9M reactions from patents (1976-2016). Predict the reactants needed to synthesize the given product. (1) Given the product [CH:13]1([C:16]([NH:18][C:2]2[CH:3]=[C:4]([CH:9]=[C:10]([CH3:12])[N:11]=2)[C:5]([O:7][CH3:8])=[O:6])=[O:17])[CH2:15][CH2:14]1, predict the reactants needed to synthesize it. The reactants are: Cl[C:2]1[CH:3]=[C:4]([CH:9]=[C:10]([CH3:12])[N:11]=1)[C:5]([O:7][CH3:8])=[O:6].[CH:13]1([C:16]([NH2:18])=[O:17])[CH2:15][CH2:14]1. (2) Given the product [Br:1][C:2]1[C:9]([OH:10])=[CH:8][CH:7]=[C:6]([OH:11])[C:3]=1[CH:4]=[N:13][OH:14], predict the reactants needed to synthesize it. The reactants are: [Br:1][C:2]1[C:9]([OH:10])=[CH:8][CH:7]=[C:6]([OH:11])[C:3]=1[CH:4]=O.Cl.[NH2:13][OH:14].[OH-].[Na+]. (3) Given the product [CH2:21]([N:8]1[C:9](=[O:20])[C:10]2[C@@H:11]3[C:16]([CH3:17])([CH3:18])[C@@:14]([CH3:19])([CH2:13][CH2:12]3)[C:15]=2[N:7]1[C:1]1[CH:2]=[CH:3][CH:4]=[CH:5][CH:6]=1)[C:22]1[CH:27]=[CH:26][CH:25]=[CH:24][CH:23]=1, predict the reactants needed to synthesize it. The reactants are: [C:1]1([N:7]2[C:15]3[C@@:14]4([CH3:19])[C:16]([CH3:18])([CH3:17])[C@H:11]([CH2:12][CH2:13]4)[C:10]=3[C:9](=[O:20])[NH:8]2)[CH:6]=[CH:5][CH:4]=[CH:3][CH:2]=1.[CH2:21](Br)[C:22]1[CH:27]=[CH:26][CH:25]=[CH:24][CH:23]=1. (4) Given the product [N:12]1[C:11]2[C:7]([C:5]([NH2:2])=[O:4])=[CH:8][S:9][C:10]=2[CH:15]=[N:14][CH:13]=1, predict the reactants needed to synthesize it. The reactants are: [OH-].[NH4+:2].C[O:4][C:5]([C:7]1[C:11]2[N:12]=[CH:13][N:14]=[CH:15][C:10]=2[S:9][CH:8]=1)=O. (5) Given the product [O:1]([C:8]1[CH:9]=[C:10]([N:14]([CH2:15][C:16]2[CH:21]=[CH:20][CH:19]=[C:18]([O:22][CH2:26][CH:25]([OH:27])[C:24]([F:29])([F:28])[F:23])[CH:17]=2)[CH2:26][CH:25]([OH:27])[C:24]([F:29])([F:28])[F:23])[CH:11]=[CH:12][CH:13]=1)[C:2]1[CH:3]=[CH:4][CH:5]=[CH:6][CH:7]=1, predict the reactants needed to synthesize it. The reactants are: [O:1]([C:8]1[CH:9]=[C:10]([NH:14][CH2:15][C:16]2[CH:21]=[CH:20][CH:19]=[C:18]([OH:22])[CH:17]=2)[CH:11]=[CH:12][CH:13]=1)[C:2]1[CH:7]=[CH:6][CH:5]=[CH:4][CH:3]=1.[F:23][C:24]([F:29])([F:28])[CH:25]1[O:27][CH2:26]1. (6) Given the product [NH2:1][C:2]1[N:3]=[C:4]([NH:24][CH2:23][C:22]2[CH:25]=[CH:26][C:19]([NH2:18])=[CH:20][CH:21]=2)[C:5]([C:13]#[N:14])=[C:6]([C:8]2[O:9][CH:10]=[CH:11][CH:12]=2)[N:7]=1, predict the reactants needed to synthesize it. The reactants are: [NH2:1][C:2]1[N:7]=[C:6]([C:8]2[O:9][CH:10]=[CH:11][CH:12]=2)[C:5]([C:13]#[N:14])=[C:4](S(C)=O)[N:3]=1.[NH2:18][C:19]1[CH:26]=[CH:25][C:22]([CH2:23][NH2:24])=[CH:21][CH:20]=1.